From a dataset of Peptide-MHC class II binding affinity with 134,281 pairs from IEDB. Regression. Given a peptide amino acid sequence and an MHC pseudo amino acid sequence, predict their binding affinity value. This is MHC class II binding data. (1) The peptide sequence is LRGLLSTFIAALMGA. The MHC is HLA-DQA10501-DQB10301 with pseudo-sequence HLA-DQA10501-DQB10301. The binding affinity (normalized) is 0.201. (2) The peptide sequence is LQSLGAEIAVEQAAL. The MHC is DRB1_0101 with pseudo-sequence DRB1_0101. The binding affinity (normalized) is 0.580. (3) The peptide sequence is EKKYFAATQFEPLRA. The MHC is DRB1_1001 with pseudo-sequence DRB1_1001. The binding affinity (normalized) is 0.757. (4) The peptide sequence is GKLQIVDKIDAAFKI. The MHC is DRB1_1101 with pseudo-sequence DRB1_1101. The binding affinity (normalized) is 0.746. (5) The binding affinity (normalized) is 0.138. The MHC is DRB1_1501 with pseudo-sequence DRB1_1501. The peptide sequence is FREFSRAKGLNQEILE. (6) The peptide sequence is RRGVRSLSNKIKQKT. The MHC is DRB3_0202 with pseudo-sequence DRB3_0202. The binding affinity (normalized) is 0.383. (7) The peptide sequence is VQPVGALDVSASVVA. The MHC is DRB1_0101 with pseudo-sequence DRB1_0101. The binding affinity (normalized) is 0.870. (8) The peptide sequence is ELAAVSVDCSEYPKP. The MHC is HLA-DPA10201-DPB10101 with pseudo-sequence HLA-DPA10201-DPB10101. The binding affinity (normalized) is 0. (9) The peptide sequence is GTWTYDGSVVA. The MHC is HLA-DPA10301-DPB10402 with pseudo-sequence HLA-DPA10301-DPB10402. The binding affinity (normalized) is 0.0976. (10) The peptide sequence is KFTQFAGKDLESIKG. The MHC is DRB1_1302 with pseudo-sequence DRB1_1302. The binding affinity (normalized) is 0.352.